This data is from Forward reaction prediction with 1.9M reactions from USPTO patents (1976-2016). The task is: Predict the product of the given reaction. (1) The product is: [CH3:35][C:33]1[N:34]=[C:30]([S:29][CH2:2][CH2:3][CH:4]([C:9]2[O:10][C:11]3[CH:18]=[C:17]([C:19]([F:22])([F:21])[F:20])[CH:16]=[CH:15][C:12]=3[C:13]=2[CH3:14])[CH2:5][CH2:6][CH2:7][CH3:8])[S:31][C:32]=1[CH2:36][C:37]([O:39][CH2:40][CH3:41])=[O:38]. Given the reactants Br[CH2:2][CH2:3][CH:4]([C:9]1[O:10][C:11]2[CH:18]=[C:17]([C:19]([F:22])([F:21])[F:20])[CH:16]=[CH:15][C:12]=2[C:13]=1[CH3:14])[CH2:5][CH2:6][CH2:7][CH3:8].C(=O)([O-])[O-].[Cs+].[Cs+].[SH:29][C:30]1[S:31][C:32]([CH2:36][C:37]([O:39][CH2:40][CH3:41])=[O:38])=[C:33]([CH3:35])[N:34]=1, predict the reaction product. (2) Given the reactants [NH:1]1[C:5]2=[N:6][CH:7]=[CH:8][CH:9]=[C:4]2[CH:3]=[CH:2]1.[Br:10][C:11]1[N:16]=[CH:15][C:14]([CH:17]=[O:18])=[CH:13][CH:12]=1.[OH-].[K+], predict the reaction product. The product is: [Br:10][C:11]1[N:16]=[CH:15][C:14]([CH:17]([C:3]2[C:4]3[C:5](=[N:6][CH:7]=[CH:8][CH:9]=3)[NH:1][CH:2]=2)[OH:18])=[CH:13][CH:12]=1. (3) Given the reactants [CH2:1]([O:8][C:9]1[CH:14]=[CH:13][N:12]([CH2:15][C:16](=[O:34])[C:17]2[CH:33]=[CH:32][C:20]3[CH2:21][CH2:22][N:23](C(=O)C(F)(F)F)[CH2:24][CH2:25][C:19]=3[CH:18]=2)[C:11](=[O:35])[CH:10]=1)[C:2]1[CH:7]=[CH:6][CH:5]=[CH:4][CH:3]=1.[OH-].[Na+], predict the reaction product. The product is: [CH2:1]([O:8][C:9]1[CH:14]=[CH:13][N:12]([CH2:15][C:16](=[O:34])[C:17]2[CH:33]=[CH:32][C:20]3[CH2:21][CH2:22][NH:23][CH2:24][CH2:25][C:19]=3[CH:18]=2)[C:11](=[O:35])[CH:10]=1)[C:2]1[CH:7]=[CH:6][CH:5]=[CH:4][CH:3]=1. (4) Given the reactants Cl[C:2]1[N:11]=[C:10](Cl)[C:9]2[C:4](=[CH:5][CH:6]=[CH:7][CH:8]=2)[N:3]=1.[NH2:13][C:14]1[CH:21]=[CH:20][C:17]([CH2:18][NH2:19])=[CH:16][CH:15]=1.[Cl:22][C:23]1[N:31]=[C:30]([Cl:32])[C:29]([F:33])=[CH:28][C:24]=1[C:25](Cl)=[O:26].[CH3:34][NH2:35], predict the reaction product. The product is: [Cl:22][C:23]1[N:31]=[C:30]([Cl:32])[C:29]([F:33])=[CH:28][C:24]=1[C:25]([NH:13][C:14]1[CH:21]=[CH:20][C:17]([CH2:18][NH:19][C:10]2[C:9]3[C:4](=[CH:5][CH:6]=[CH:7][CH:8]=3)[N:3]=[C:2]([NH:35][CH3:34])[N:11]=2)=[CH:16][CH:15]=1)=[O:26]. (5) Given the reactants [Br:1][C:2]1[CH:11]=[CH:10][C:5]2[N:6]=[C:7]([CH3:9])[NH:8][C:4]=2[CH:3]=1.[C:12](O[C:12]([O:14][C:15]([CH3:18])([CH3:17])[CH3:16])=[O:13])([O:14][C:15]([CH3:18])([CH3:17])[CH3:16])=[O:13], predict the reaction product. The product is: [Br:1][C:2]1[CH:11]=[CH:10][C:5]2[N:6]=[C:7]([CH3:9])[N:8]([C:12]([O:14][C:15]([CH3:18])([CH3:17])[CH3:16])=[O:13])[C:4]=2[CH:3]=1.